Binary Classification. Given a T-cell receptor sequence (or CDR3 region) and an epitope sequence, predict whether binding occurs between them. From a dataset of TCR-epitope binding with 47,182 pairs between 192 epitopes and 23,139 TCRs. The epitope is ARMILMTHF. The TCR CDR3 sequence is CASSEGTTNTGELFF. Result: 1 (the TCR binds to the epitope).